From a dataset of Forward reaction prediction with 1.9M reactions from USPTO patents (1976-2016). Predict the product of the given reaction. (1) Given the reactants Cl[C:2]1[C:7]([CH2:8][C:9]2[CH:14]=[CH:13][CH:12]=[C:11]([F:15])[CH:10]=2)=[C:6]([N:16]2[CH2:20][CH2:19][CH2:18][CH2:17]2)[N:5]=[CH:4][N:3]=1.[CH3:21][O-:22].[Na+], predict the reaction product. The product is: [F:15][C:11]1[CH:10]=[C:9]([CH:14]=[CH:13][CH:12]=1)[CH2:8][C:7]1[C:2]([O:22][CH3:21])=[N:3][CH:4]=[N:5][C:6]=1[N:16]1[CH2:20][CH2:19][CH2:18][CH2:17]1. (2) The product is: [CH3:4][C:2]([C:5]1[C:10]([C:11]2[CH:16]=[C:15]([O:17][CH3:18])[CH:14]=[CH:13][C:12]=2[F:19])=[CH:9][C:8]([CH2:20][O:21][C:22]2[CH:23]=[CH:24][C:25]([C@@H:28]([C:34]#[C:35][CH3:36])[CH2:29][C:30]([OH:32])=[O:31])=[CH:26][CH:27]=2)=[CH:7][CH:6]=1)([CH3:1])[CH3:3]. Given the reactants [CH3:1][C:2]([C:5]1[C:10]([C:11]2[CH:16]=[C:15]([O:17][CH3:18])[CH:14]=[CH:13][C:12]=2[F:19])=[CH:9][C:8]([CH2:20][O:21][C:22]2[CH:27]=[CH:26][C:25]([C@@H:28]([C:34]#[C:35][CH3:36])[CH2:29][C:30]([O:32]C)=[O:31])=[CH:24][CH:23]=2)=[CH:7][CH:6]=1)([CH3:4])[CH3:3].[OH-].[Li+], predict the reaction product. (3) Given the reactants [Br:1][C:2]1[CH:15]=[CH:14][C:5]([C:6]([C:8]2[CH:13]=[CH:12][CH:11]=[CH:10][CH:9]=2)=[O:7])=[CH:4][CH:3]=1.[CH3:16][C:17]([CH3:22])([CH2:20]O)[CH2:18][OH:19].CC1C=CC(S(O)(=O)=O)=CC=1.C(=O)([O-])[O-].[Na+].[Na+], predict the reaction product. The product is: [Br:1][C:2]1[CH:3]=[CH:4][C:5]([C:6]2([C:8]3[CH:13]=[CH:12][CH:11]=[CH:10][CH:9]=3)[O:19][CH2:18][C:17]([CH3:22])([CH3:20])[CH2:16][O:7]2)=[CH:14][CH:15]=1. (4) Given the reactants Cl[C:2]1[N:7]=[C:6]([Cl:8])[N:5]=[CH:4][N:3]=1.C(N(CC)CC)C.[N:16]1([CH:23]2[CH2:28][CH2:27][NH:26][CH2:25][CH2:24]2)[CH2:21][CH2:20][CH2:19][CH:18]([OH:22])[CH2:17]1.[Na+].[Cl-], predict the reaction product. The product is: [Cl:8][C:6]1[N:5]=[CH:4][N:3]=[C:2]([N:26]2[CH2:25][CH2:24][CH:23]([N:16]3[CH2:21][CH2:20][CH2:19][CH:18]([OH:22])[CH2:17]3)[CH2:28][CH2:27]2)[N:7]=1. (5) Given the reactants [CH3:1][C:2]1[C:6]2[C:7](=[O:19])[N:8]([CH2:11][CH2:12][N:13]3[CH2:18][CH2:17][O:16][CH2:15][CH2:14]3)[CH2:9][CH2:10][C:5]=2[NH:4][C:3]=1[CH:20]=O.[F:22][C:23]1[CH:24]=[C:25]2[C:29](=[CH:30][C:31]=1[NH:32][C:33](=[O:37])[C@@H:34]([OH:36])[CH3:35])[NH:28][C:27](=[O:38])[CH2:26]2, predict the reaction product. The product is: [F:22][C:23]1[CH:24]=[C:25]2[C:29](=[CH:30][C:31]=1[NH:32][C:33](=[O:37])[C@@H:34]([OH:36])[CH3:35])[NH:28][C:27](=[O:38])[C:26]2=[CH:20][C:3]1[NH:4][C:5]2[CH2:10][CH2:9][N:8]([CH2:11][CH2:12][N:13]3[CH2:14][CH2:15][O:16][CH2:17][CH2:18]3)[C:7](=[O:19])[C:6]=2[C:2]=1[CH3:1]. (6) Given the reactants [OH:1][N:2]=[CH:3][C:4]1[N:5]=[C:6]([CH:9]2[CH2:14][CH2:13][N:12]([C:15]([O:17][C:18]([CH3:21])([CH3:20])[CH3:19])=[O:16])[CH2:11][CH2:10]2)[S:7][CH:8]=1.ClN1C(=O)CCC1=O.[CH3:30][C:31]1[C:36]([CH3:37])=[CH:35][C:34]([OH:38])=[C:33]([C:39]([CH3:41])=[CH2:40])[CH:32]=1.C(=O)([O-])O.[K+], predict the reaction product. The product is: [OH:38][C:34]1[CH:35]=[C:36]([CH3:37])[C:31]([CH3:30])=[CH:32][C:33]=1[C:39]1([CH3:41])[O:1][N:2]=[C:3]([C:4]2[N:5]=[C:6]([CH:9]3[CH2:10][CH2:11][N:12]([C:15]([O:17][C:18]([CH3:21])([CH3:20])[CH3:19])=[O:16])[CH2:13][CH2:14]3)[S:7][CH:8]=2)[CH2:40]1. (7) Given the reactants [C-:1]#[N:2].[Na+].[NH3:4].[NH4+].[Cl-].[CH:7]12[C:15](=O)[CH:11]([CH2:12][CH2:13][CH2:14]1)[CH2:10][CH2:9][CH2:8]2.Cl, predict the reaction product. The product is: [NH2:4][C:15]1([C:1]#[N:2])[CH:11]2[CH2:12][CH2:13][CH2:14][CH:7]1[CH2:8][CH2:9][CH2:10]2. (8) Given the reactants [NH2:1][C:2]1[C:10]2[C:5](=[N:6][C:7]([C:11]3[S:12][CH:13]=[CH:14][CH:15]=3)=[CH:8][CH:9]=2)[S:4][C:3]=1[C:16]([NH:18][C:19]1[CH:24]=[CH:23][CH:22]=[C:21]([C:25]([F:28])([F:27])[F:26])[CH:20]=1)=[O:17].Cl[C:30]([O:32][CH2:33][Cl:34])=[O:31], predict the reaction product. The product is: [S:12]1[CH:13]=[CH:14][CH:15]=[C:11]1[C:7]1[N:6]=[C:5]2[S:4][C:3]([C:16](=[O:17])[NH:18][C:19]3[CH:24]=[CH:23][CH:22]=[C:21]([C:25]([F:27])([F:28])[F:26])[CH:20]=3)=[C:2]([NH:1][C:30](=[O:31])[O:32][CH2:33][Cl:34])[C:10]2=[CH:9][CH:8]=1. (9) Given the reactants [CH3:1][O:2][C:3](=[O:12])[CH2:4][C:5](=O)[CH2:6][C:7]([O:9][CH3:10])=[O:8].[C:13]([CH2:15]C(O)=O)#[N:14].C(O)(=O)C, predict the reaction product. The product is: [CH3:1][O:2][C:3](=[O:12])[CH2:4][C:5](=[CH:15][C:13]#[N:14])[CH2:6][C:7]([O:9][CH3:10])=[O:8]. (10) Given the reactants [CH3:1][C:2]1[C:3]2[N:4]([C:8]([C@@H:26]3[CH2:30][CH2:29][CH2:28][NH:27]3)=[N:9][C:10]=2[C:11]2[CH:25]=[CH:24][C:14]([C:15]([NH:17][C:18]3[CH:23]=[CH:22][CH:21]=[CH:20][N:19]=3)=[O:16])=[CH:13][CH:12]=2)[CH:5]=[CH:6][N:7]=1.C(N(CC)CC)C.[C:38](O)(=[O:42])[C:39]#[C:40][CH3:41].CN(C(ON1N=NC2C=CC=NC1=2)=[N+](C)C)C.F[P-](F)(F)(F)(F)F, predict the reaction product. The product is: [C:38]([N:27]1[CH2:28][CH2:29][CH2:30][C@H:26]1[C:8]1[N:4]2[CH:5]=[CH:6][N:7]=[C:2]([CH3:1])[C:3]2=[C:10]([C:11]2[CH:25]=[CH:24][C:14]([C:15]([NH:17][C:18]3[CH:23]=[CH:22][CH:21]=[CH:20][N:19]=3)=[O:16])=[CH:13][CH:12]=2)[N:9]=1)(=[O:42])[C:39]#[C:40][CH3:41].